Dataset: Reaction yield outcomes from USPTO patents with 853,638 reactions. Task: Predict the reaction yield, written as a fraction of the theoretical maximum amount of product (1.0 means a 100% yield; for example, 0.34 means a 34% yield). (1) The reactants are [C:1]([O:5][C:6](=[O:30])[NH:7][CH:8]1[C:14](=[O:15])[N:13]([CH2:16][C:17]2[CH:22]=[CH:21][C:20]([O:23][CH3:24])=[CH:19][CH:18]=2)[C:12]2[CH:25]=[CH:26][CH:27]=[CH:28][C:11]=2[C:10](Cl)=[N:9]1)([CH3:4])([CH3:3])[CH3:2].[Cl:31][C:32]1[CH:37]=[C:36]([Cl:38])[CH:35]=[C:34]([O:39][CH3:40])[C:33]=1B1OC(C)(C)C(C)(C)O1. The catalyst is COCCOC.C([O-])([O-])=O.[Na+].[Na+].O.C1C=CC([P]([Pd]([P](C2C=CC=CC=2)(C2C=CC=CC=2)C2C=CC=CC=2)([P](C2C=CC=CC=2)(C2C=CC=CC=2)C2C=CC=CC=2)[P](C2C=CC=CC=2)(C2C=CC=CC=2)C2C=CC=CC=2)(C2C=CC=CC=2)C2C=CC=CC=2)=CC=1. The product is [Cl:31][C:32]1[CH:37]=[C:36]([Cl:38])[CH:35]=[C:34]([O:39][CH3:40])[C:33]=1[C:10]1[C:11]2[CH:28]=[CH:27][CH:26]=[CH:25][C:12]=2[N:13]([CH2:16][C:17]2[CH:18]=[CH:19][C:20]([O:23][CH3:24])=[CH:21][CH:22]=2)[C:14](=[O:15])[CH:8]([NH:7][C:6](=[O:30])[O:5][C:1]([CH3:2])([CH3:4])[CH3:3])[N:9]=1. The yield is 0.910. (2) The reactants are Cl[O-:2].[Na+].S(=O)(=O)(O)N.[O:9]1[C:13]2[CH:14]=[CH:15][CH:16]=[CH:17][C:12]=2[CH:11]=[C:10]1[CH:18]1[CH2:23][CH2:22][CH:21]([CH:24]=[O:25])[CH2:20][CH2:19]1. The catalyst is O.O1CCCC1. The product is [O:9]1[C:13]2[CH:14]=[CH:15][CH:16]=[CH:17][C:12]=2[CH:11]=[C:10]1[CH:18]1[CH2:19][CH2:20][CH:21]([C:24]([OH:2])=[O:25])[CH2:22][CH2:23]1. The yield is 1.00. (3) The reactants are [NH2:1][CH2:2][C:3]1([C:16]([O:18][CH3:19])=[O:17])[CH2:8][CH2:7][N:6]([C:9]([O:11][C:12]([CH3:15])([CH3:14])[CH3:13])=[O:10])[CH2:5][CH2:4]1.C(N(CC)C(C)C)(C)C.Cl[C:30]([O:32][CH2:33][C:34]1[CH:39]=[CH:38][CH:37]=[CH:36][CH:35]=1)=[O:31]. The catalyst is C(Cl)Cl. The product is [CH2:33]([O:32][C:30]([NH:1][CH2:2][C:3]1([C:16]([O:18][CH3:19])=[O:17])[CH2:4][CH2:5][N:6]([C:9]([O:11][C:12]([CH3:14])([CH3:15])[CH3:13])=[O:10])[CH2:7][CH2:8]1)=[O:31])[C:34]1[CH:39]=[CH:38][CH:37]=[CH:36][CH:35]=1. The yield is 0.820. (4) The reactants are [OH-].[Na+].[CH3:3][C:4]1[CH:9]=[C:8]([CH3:10])[N:7]=[C:6]([N:11]2[CH2:16][CH2:15][N:14]([C:17]3[CH:22]=[CH:21][C:20]([N+:23]([O-:25])=[O:24])=[CH:19][C:18]=3[CH2:26][OH:27])[CH2:13][CH2:12]2)[CH:5]=1.Cl[CH2:29][CH2:30][CH2:31][N:32]1[CH2:37][CH2:36][O:35][CH2:34][CH2:33]1. The catalyst is S([O-])(O)(=O)=O.C([N+](CCCC)(CCCC)CCCC)CCC.C1(C)C=CC=CC=1. The product is [CH3:3][C:4]1[CH:9]=[C:8]([CH3:10])[N:7]=[C:6]([N:11]2[CH2:16][CH2:15][N:14]([C:17]3[CH:22]=[CH:21][C:20]([N+:23]([O-:25])=[O:24])=[CH:19][C:18]=3[CH2:26][O:27][CH2:29][CH2:30][CH2:31][N:32]3[CH2:37][CH2:36][O:35][CH2:34][CH2:33]3)[CH2:13][CH2:12]2)[CH:5]=1. The yield is 0.800. (5) The reactants are [OH:1][CH:2]1[CH2:7][CH2:6][N:5](CC2C=CC=CC=2)[CH2:4][CH:3]1[CH2:15][NH:16][C:17](=[O:23])[O:18][C:19]([CH3:22])([CH3:21])[CH3:20]. The catalyst is CO.[OH-].[OH-].[Pd+2]. The product is [OH:1][CH:2]1[CH2:7][CH2:6][NH:5][CH2:4][CH:3]1[CH2:15][NH:16][C:17](=[O:23])[O:18][C:19]([CH3:21])([CH3:20])[CH3:22]. The yield is 1.00. (6) The reactants are I[C:2]1[CH:3]=[CH:4][C:5]2[CH:18]3[CH2:19][CH:16]([CH2:17]3)[C:8]3[N:9]([CH3:15])[C:10]([C:12]([NH2:14])=[O:13])=[N:11][C:7]=3[C:6]=2[CH:20]=1.[CH3:21][C:22]([OH:26])([C:24]#[CH:25])[CH3:23]. The catalyst is N1CCCCC1.[Cu]I.C1C=CC([P]([Pd]([P](C2C=CC=CC=2)(C2C=CC=CC=2)C2C=CC=CC=2)([P](C2C=CC=CC=2)(C2C=CC=CC=2)C2C=CC=CC=2)[P](C2C=CC=CC=2)(C2C=CC=CC=2)C2C=CC=CC=2)(C2C=CC=CC=2)C2C=CC=CC=2)=CC=1. The product is [OH:26][C:22]([CH3:23])([CH3:21])[C:24]#[C:25][C:2]1[CH:3]=[CH:4][C:5]2[CH:18]3[CH2:19][CH:16]([CH2:17]3)[C:8]3[N:9]([CH3:15])[C:10]([C:12]([NH2:14])=[O:13])=[N:11][C:7]=3[C:6]=2[CH:20]=1. The yield is 0.0400.